Dataset: Full USPTO retrosynthesis dataset with 1.9M reactions from patents (1976-2016). Task: Predict the reactants needed to synthesize the given product. (1) Given the product [Cl:4][CH2:5][CH2:6][CH2:7][N:8]1[C:16]2[C:11](=[CH:12][CH:13]=[CH:14][C:15]=2[O:17][CH3:18])[C:10]([C:20]([NH:19][CH2:22][C:23]2[CH:28]=[CH:27][CH:26]=[CH:25][C:24]=2[CH3:29])=[O:21])=[CH:9]1, predict the reactants needed to synthesize it. The reactants are: [Mg+2].[I-].[I-].[Cl:4][CH2:5][CH2:6][CH2:7][N:8]1[C:16]2[C:11](=[CH:12][CH:13]=[CH:14][C:15]=2[O:17][CH3:18])[CH:10]=[CH:9]1.[N:19]([CH2:22][C:23]1[CH:28]=[CH:27][CH:26]=[CH:25][C:24]=1[CH3:29])=[C:20]=[O:21]. (2) Given the product [NH2:8][C:9]1[N:14]=[CH:13][C:12]([N:15]([CH3:35])[C:16](=[O:34])[C:17]([C:20]2[CH:21]=[C:22]([C:30]([F:31])([F:32])[F:33])[CH:23]=[C:24]([C:26]([F:29])([F:27])[F:28])[CH:25]=2)([CH3:19])[CH3:18])=[C:11]([C:36]2[CH:41]=[CH:40][CH:39]=[CH:38][C:37]=2[CH3:42])[CH:10]=1, predict the reactants needed to synthesize it. The reactants are: C([NH:8][C:9]1[N:14]=[CH:13][C:12]([N:15]([CH3:35])[C:16](=[O:34])[C:17]([C:20]2[CH:25]=[C:24]([C:26]([F:29])([F:28])[F:27])[CH:23]=[C:22]([C:30]([F:33])([F:32])[F:31])[CH:21]=2)([CH3:19])[CH3:18])=[C:11]([C:36]2[CH:41]=[CH:40][CH:39]=[CH:38][C:37]=2[CH3:42])[CH:10]=1)C1C=CC=CC=1.Cl. (3) Given the product [Cl:56][C:57]1[C:62]([C:63]([F:65])([F:66])[F:64])=[CH:61][CH:60]=[CH:59][C:58]=1[CH2:67][NH:68][C:14]([CH:13]1[CH2:12][N:11]([C:17]2[CH:22]=[CH:21][CH:20]=[C:19]([CH3:23])[N:18]=2)[C:10](=[O:24])[N:9]1[CH3:8])=[O:16], predict the reactants needed to synthesize it. The reactants are: OC(C(F)(F)F)=O.[CH3:8][N:9]1[CH:13]([C:14]([OH:16])=O)[CH2:12][N:11]([C:17]2[CH:22]=[CH:21][CH:20]=[C:19]([CH3:23])[N:18]=2)[C:10]1=[O:24].O.ON1C2C=CC=CC=2N=N1.Cl.C(N=C=NCCCN(C)C)C.C(N1CCOCC1)C.[Cl:56][C:57]1[C:62]([C:63]([F:66])([F:65])[F:64])=[CH:61][CH:60]=[CH:59][C:58]=1[CH2:67][NH2:68]. (4) The reactants are: Br[C:2]1[CH:3]=[CH:4][C:5]([C:8]([OH:11])([CH3:10])[CH3:9])=[N:6][CH:7]=1.CC1(C)C(C)(C)[O:16][B:15](B2OC(C)(C)C(C)(C)O2)[O:14]1.ClCCl.C([O-])(=O)C.[K+]. Given the product [OH:11][C:8]([C:5]1[N:6]=[CH:7][C:2]([B:15]([OH:16])[OH:14])=[CH:3][CH:4]=1)([CH3:10])[CH3:9], predict the reactants needed to synthesize it.